From a dataset of Peptide-MHC class II binding affinity with 134,281 pairs from IEDB. Regression. Given a peptide amino acid sequence and an MHC pseudo amino acid sequence, predict their binding affinity value. This is MHC class II binding data. (1) The peptide sequence is FPQQPQQPYPQQ. The MHC is HLA-DQA10501-DQB10201 with pseudo-sequence HLA-DQA10501-DQB10201. The binding affinity (normalized) is 0.0536. (2) The peptide sequence is VVAPQLPADLMIRII. The MHC is HLA-DQA10501-DQB10301 with pseudo-sequence HLA-DQA10501-DQB10301. The binding affinity (normalized) is 0.369. (3) The peptide sequence is QSALSEFIKFAEGRR. The MHC is HLA-DQA10102-DQB10501 with pseudo-sequence HLA-DQA10102-DQB10501. The binding affinity (normalized) is 0.464. (4) The peptide sequence is IGGWLLLEPWISPSV. The MHC is DRB1_0405 with pseudo-sequence DRB1_0405. The binding affinity (normalized) is 0.556. (5) The MHC is DRB1_0401 with pseudo-sequence DRB1_0401. The binding affinity (normalized) is 0.407. The peptide sequence is AFKVAATAAQAAPAN. (6) The peptide sequence is MAMGTMAGCGYLMFLK. The MHC is DRB4_0103 with pseudo-sequence DRB4_0103. The binding affinity (normalized) is 0.770.